This data is from Reaction yield outcomes from USPTO patents with 853,638 reactions. The task is: Predict the reaction yield, written as a fraction of the theoretical maximum amount of product (1.0 means a 100% yield; for example, 0.34 means a 34% yield). (1) The catalyst is CO.[Pd]. The reactants are C(OC([N:11]1[CH2:16][CH2:15][CH:14]([C:17](=[O:34])[NH:18][C:19]2[CH:24]=[C:23]([C:25]3[CH:30]=[C:29]([F:31])[CH:28]=[CH:27][C:26]=3[O:32][CH3:33])[N:22]=[CH:21][N:20]=2)[CH2:13][CH2:12]1)=O)C1C=CC=CC=1. The yield is 0.270. The product is [F:31][C:29]1[CH:28]=[CH:27][C:26]([O:32][CH3:33])=[C:25]([C:23]2[N:22]=[CH:21][N:20]=[C:19]([NH:18][C:17]([CH:14]3[CH2:15][CH2:16][NH:11][CH2:12][CH2:13]3)=[O:34])[CH:24]=2)[CH:30]=1. (2) The reactants are [Cl:1][C:2]1[S:3][C:4]([CH:17]2OCC[O:18]2)=[CH:5][C:6]=1[CH:7]1[C:12]2=[N:13][CH:14]=[CH:15][CH:16]=[C:11]2[CH2:10][CH2:9][O:8]1.C1COCC1.Cl.O. No catalyst specified. The product is [Cl:1][C:2]1[S:3][C:4]([CH:17]=[O:18])=[CH:5][C:6]=1[CH:7]1[C:12]2=[N:13][CH:14]=[CH:15][CH:16]=[C:11]2[CH2:10][CH2:9][O:8]1. The yield is 0.820.